From a dataset of Reaction yield outcomes from USPTO patents with 853,638 reactions. Predict the reaction yield, written as a fraction of the theoretical maximum amount of product (1.0 means a 100% yield; for example, 0.34 means a 34% yield). The reactants are N[C:2]1[CH:10]=[C:9]2[C:5]([CH2:6][C@H:7]([OH:19])[C@H:8]2[NH:11][C:12](=[O:18])[O:13][C:14]([CH3:17])([CH3:16])[CH3:15])=[CH:4][CH:3]=1.O.C1(C)C=CC(S(O)(=O)=O)=CC=1.N([O-])=O.[Na+].[I-:36].[K+].C(=O)([O-])[O-].[Na+].[Na+]. The catalyst is C(#N)C.O. The product is [OH:19][C@H:7]1[CH2:6][C:5]2[C:9](=[CH:10][C:2]([I:36])=[CH:3][CH:4]=2)[C@@H:8]1[NH:11][C:12](=[O:18])[O:13][C:14]([CH3:17])([CH3:16])[CH3:15]. The yield is 0.960.